This data is from Forward reaction prediction with 1.9M reactions from USPTO patents (1976-2016). The task is: Predict the product of the given reaction. Given the reactants F[C:2]1[CH:7]=[CH:6][C:5]([N+:8]([O-])=O)=[CH:4][C:3]=1[C:11]([F:14])([F:13])[F:12].[NH:15]1[CH:19]=[N:18][CH:17]=[N:16]1, predict the reaction product. The product is: [N:15]1([C:2]2[CH:7]=[CH:6][C:5]([NH2:8])=[CH:4][C:3]=2[C:11]([F:14])([F:13])[F:12])[CH:19]=[N:18][CH:17]=[N:16]1.